This data is from Forward reaction prediction with 1.9M reactions from USPTO patents (1976-2016). The task is: Predict the product of the given reaction. (1) The product is: [C:28]([O:32][C:33]([N:35]([C:40]1[CH:41]=[CH:42][C:43]([CH2:46][CH2:47][C:48]([O:10][C@H:9]([C:11]2[CH:16]=[CH:15][C:14]([O:17][CH:18]([F:20])[F:19])=[C:13]([O:21][CH2:22][CH:23]3[CH2:25][CH2:24]3)[CH:12]=2)[CH2:8][C:7]2[C:6]([Cl:26])=[CH:5][N+:4]([O-:27])=[CH:3][C:2]=2[Cl:1])=[O:49])=[CH:44][CH:45]=1)[S:36]([CH3:39])(=[O:38])=[O:37])=[O:34])([CH3:31])([CH3:30])[CH3:29]. Given the reactants [Cl:1][C:2]1[CH:3]=[N+:4]([O-:27])[CH:5]=[C:6]([Cl:26])[C:7]=1[CH2:8][C@@H:9]([C:11]1[CH:16]=[CH:15][C:14]([O:17][CH:18]([F:20])[F:19])=[C:13]([O:21][CH2:22][CH:23]2[CH2:25][CH2:24]2)[CH:12]=1)[OH:10].[C:28]([O:32][C:33]([N:35]([C:40]1[CH:45]=[CH:44][C:43]([CH2:46][CH2:47][C:48](O)=[O:49])=[CH:42][CH:41]=1)[S:36]([CH3:39])(=[O:38])=[O:37])=[O:34])([CH3:31])([CH3:30])[CH3:29].C(Cl)CCl, predict the reaction product. (2) The product is: [OH:2][C@H:3]1[CH2:7][N:6]([C:28](=[O:29])[C@H:27]([N:31]2[CH2:39][C:38]3[C:33](=[CH:34][CH:35]=[CH:36][CH:37]=3)[C:32]2=[O:40])[CH:26]([CH3:41])[CH3:25])[C@H:5]([C:8]([NH:10][CH2:11][C:12]2[CH:17]=[CH:16][C:15]([C:18]3[S:22][CH:21]=[N:20][C:19]=3[CH3:23])=[CH:14][C:13]=2[OH:24])=[O:9])[CH2:4]1. Given the reactants Cl.[OH:2][C@H:3]1[CH2:7][NH:6][C@H:5]([C:8]([NH:10][CH2:11][C:12]2[CH:17]=[CH:16][C:15]([C:18]3[S:22][CH:21]=[N:20][C:19]=3[CH3:23])=[CH:14][C:13]=2[OH:24])=[O:9])[CH2:4]1.[CH3:25][CH:26]([CH3:41])[C@@H:27]([N:31]1[CH2:39][C:38]2[C:33](=[CH:34][CH:35]=[CH:36][CH:37]=2)[C:32]1=[O:40])[C:28](O)=[O:29].CCN(C(C)C)C(C)C.CN(C(ON1N=NC2C=CC=NC1=2)=[N+](C)C)C.F[P-](F)(F)(F)(F)F, predict the reaction product. (3) Given the reactants [NH2:1][C:2]1[CH:15]=[CH:14][C:5]([O:6][C:7]2[CH:8]=[CH:9][C:10](=[O:13])[NH:11][CH:12]=2)=[C:4]([F:16])[CH:3]=1.[O:17]=[C:18]1[N:22]([C:23]2[CH:28]=[CH:27][CH:26]=[CH:25][CH:24]=2)[CH2:21][CH2:20][N:19]1[C:29](Cl)=[O:30].CCN(C(C)C)C(C)C.[OH-].[NH4+], predict the reaction product. The product is: [F:16][C:4]1[CH:3]=[C:2]([NH:1][C:29]([N:19]2[CH2:20][CH2:21][N:22]([C:23]3[CH:28]=[CH:27][CH:26]=[CH:25][CH:24]=3)[C:18]2=[O:17])=[O:30])[CH:15]=[CH:14][C:5]=1[O:6][C:7]1[CH:8]=[CH:9][C:10](=[O:13])[NH:11][CH:12]=1. (4) Given the reactants C(OC([N:8]1[CH2:13][CH2:12][N:11]([C:14]2[CH:19]=[CH:18][C:17]([C:20](=[O:36])[CH2:21][CH2:22][C:23]3[CH:28]=[CH:27][C:26]([NH:29][C:30](=[O:35])[C:31]([F:34])([F:33])[F:32])=[CH:25][CH:24]=3)=[CH:16][CH:15]=2)[CH2:10][CH2:9]1)=O)(C)(C)C, predict the reaction product. The product is: [F:33][C:31]([F:32])([F:34])[C:30]([NH:29][C:26]1[CH:25]=[CH:24][C:23]([CH2:22][CH2:21][C:20](=[O:36])[C:17]2[CH:18]=[CH:19][C:14]([N:11]3[CH2:12][CH2:13][NH:8][CH2:9][CH2:10]3)=[CH:15][CH:16]=2)=[CH:28][CH:27]=1)=[O:35]. (5) Given the reactants [Cl:1][C:2]1[CH:7]=[C:6]([O:8][CH2:9][C:10]2[CH:15]=[CH:14][CH:13]=[CH:12][CH:11]=2)[CH:5]=[CH:4][C:3]=1[CH2:16]O.P(Br)(Br)[Br:19].C(=O)([O-])O.[Na+], predict the reaction product. The product is: [Br:19][CH2:16][C:3]1[CH:4]=[CH:5][C:6]([O:8][CH2:9][C:10]2[CH:15]=[CH:14][CH:13]=[CH:12][CH:11]=2)=[CH:7][C:2]=1[Cl:1].